Dataset: Reaction yield outcomes from USPTO patents with 853,638 reactions. Task: Predict the reaction yield, written as a fraction of the theoretical maximum amount of product (1.0 means a 100% yield; for example, 0.34 means a 34% yield). (1) The yield is 0.100. The reactants are [C:1]([C:5]1[CH:9]=[C:8]([NH:10][C:11](=[O:19])OC2C=CC=CC=2)[N:7]([CH:20]2[CH2:25][CH2:24][CH2:23][CH2:22][CH2:21]2)[N:6]=1)([CH3:4])([CH3:3])[CH3:2].C(N(CC)C(C)C)(C)C.[CH3:35][O:36][C:37]1[CH:38]=[C:39]2[C:44](=[CH:45][C:46]=1[O:47][CH3:48])[N:43]=[CH:42][N:41]=[C:40]2[O:49][C:50]1[CH:51]=[C:52]([CH:54]=[CH:55][CH:56]=1)[NH2:53]. The product is [C:1]([C:5]1[CH:9]=[C:8]([NH:10][C:11]([NH:53][C:52]2[CH:54]=[CH:55][CH:56]=[C:50]([O:49][C:40]3[C:39]4[C:44](=[CH:45][C:46]([O:47][CH3:48])=[C:37]([O:36][CH3:35])[CH:38]=4)[N:43]=[CH:42][N:41]=3)[CH:51]=2)=[O:19])[N:7]([CH:20]2[CH2:21][CH2:22][CH2:23][CH2:24][CH2:25]2)[N:6]=1)([CH3:3])([CH3:2])[CH3:4]. The catalyst is C1COCC1. (2) The reactants are I[C:2]1[CH:7]=[CH:6][CH:5]=[C:4]([CH3:8])[C:3]=1[C:9]1[C:14]([CH3:15])=[CH:13][CH:12]=[CH:11][C:10]=1I. The catalyst is [Cu]. The product is [CH3:8][C:4]1[C:3]2[C:9]3[C:10](=[CH:11][CH:12]=[CH:13][C:14]=3[CH3:15])[C:2]=2[CH:7]=[CH:6][CH:5]=1. The yield is 0.600. (3) The reactants are [C:1]([N:5]1[CH2:9][C@@H:8]([C:10]2[CH:15]=[CH:14][CH:13]=[CH:12][CH:11]=2)[N:7]([CH:16]2[CH2:21][CH2:20][NH:19][CH2:18][CH2:17]2)[C:6]1=[O:22])([CH3:4])([CH3:3])[CH3:2].CCN(C(C)C)C(C)C.[CH3:32][O:33][C:34](=[O:50])[C:35]1[CH:40]=[CH:39][C:38]([S:41][C:42]2[CH:47]=[CH:46][C:45]([CH2:48]Br)=[CH:44][N:43]=2)=[CH:37][CH:36]=1. The catalyst is C(#N)C. The product is [CH3:32][O:33][C:34](=[O:50])[C:35]1[CH:40]=[CH:39][C:38]([S:41][C:42]2[CH:47]=[CH:46][C:45]([CH2:48][N:19]3[CH2:20][CH2:21][CH:16]([N:7]4[C@H:8]([C:10]5[CH:15]=[CH:14][CH:13]=[CH:12][CH:11]=5)[CH2:9][N:5]([C:1]([CH3:4])([CH3:2])[CH3:3])[C:6]4=[O:22])[CH2:17][CH2:18]3)=[CH:44][N:43]=2)=[CH:37][CH:36]=1. The yield is 0.440. (4) The reactants are [CH3:1][O:2][C:3]1[CH:4]=[C:5]2[C:10](=[CH:11][C:12]=1[O:13][CH3:14])[N:9]=[CH:8][CH:7]=[C:6]2[O:15][C:16]1[CH:21]=[CH:20][C:19]([NH2:22])=[CH:18][C:17]=1[F:23].[NH4+].[N:25]#[C:26][S-:27].BrBr. The catalyst is CC(O)=O. The product is [CH3:1][O:2][C:3]1[CH:4]=[C:5]2[C:10](=[CH:11][C:12]=1[O:13][CH3:14])[N:9]=[CH:8][CH:7]=[C:6]2[O:15][C:16]1[C:17]([F:23])=[CH:18][C:19]2[N:22]=[C:26]([NH2:25])[S:27][C:20]=2[CH:21]=1. The yield is 0.480. (5) The reactants are [CH3:1][S:2]([C:5]1[CH:24]=[CH:23][C:8]([O:9][CH2:10][C:11]2[CH:16]=[CH:15][C:14]([CH:17]3[CH2:22][CH2:21][NH:20][CH2:19][CH2:18]3)=[CH:13][N:12]=2)=[CH:7][CH:6]=1)(=[O:4])=[O:3].C(=O)([O-])O.[Na+].[N:30]#[C:31]Br. The catalyst is ClCCl.O. The product is [CH3:1][S:2]([C:5]1[CH:6]=[CH:7][C:8]([O:9][CH2:10][C:11]2[CH:16]=[CH:15][C:14]([CH:17]3[CH2:22][CH2:21][N:20]([C:31]#[N:30])[CH2:19][CH2:18]3)=[CH:13][N:12]=2)=[CH:23][CH:24]=1)(=[O:3])=[O:4]. The yield is 0.860. (6) The reactants are [OH:1][CH2:2][CH2:3][NH:4][CH2:5][C@@H:6]([C@H:8]([C@@H:10]([C@@H:12]([CH2:14][OH:15])O)[OH:11])[OH:9])[OH:7].OCCNC[C@@H]1O[C@](O)(CO)[C@@H](O)[C@@H]1O. No catalyst specified. The product is [CH2:5]1[N:4]([CH2:3][CH2:2][OH:1])[CH:12]([CH2:14][OH:15])[CH:10]([OH:11])[CH:8]([OH:9])[CH:6]1[OH:7]. The yield is 0.950. (7) The reactants are [N:1]1[C:8]([Cl:9])=[N:7][C:5](Cl)=[N:4][C:2]=1[Cl:3].C([O-])([O-])=O.[K+].[K+].[NH2:16][C:17]1[C:18]([CH3:37])=[C:19]([C:23]2[CH:31]=[CH:30][C:29]([C:32]([NH2:34])=[O:33])=[C:28]3[C:24]=2[C:25]([CH3:36])=[C:26]([CH3:35])[NH:27]3)[CH:20]=[CH:21][CH:22]=1. The catalyst is C1COCC1. The product is [Cl:9][C:8]1[N:1]=[C:2]([Cl:3])[N:4]=[C:5]([NH:16][C:17]2[C:18]([CH3:37])=[C:19]([C:23]3[CH:31]=[CH:30][C:29]([C:32]([NH2:34])=[O:33])=[C:28]4[C:24]=3[C:25]([CH3:36])=[C:26]([CH3:35])[NH:27]4)[CH:20]=[CH:21][CH:22]=2)[N:7]=1. The yield is 0.740. (8) The reactants are I[C:2]1[CH:29]=[CH:28][C:5]2[N:6]([CH2:9][C:10]3[CH:15]=[CH:14][C:13]([O:16][CH2:17][C:18]4[CH:19]=[N:20][C:21]([O:24][CH3:25])=[CH:22][CH:23]=4)=[C:12]([O:26][CH3:27])[CH:11]=3)[CH:7]=[N:8][C:4]=2[CH:3]=1.C(=O)([O-])[O-].[K+].[K+].[CH3:36][N:37](C)C=O. The catalyst is [C-]#N.[Zn+2].[C-]#N.C1C=CC([P]([Pd]([P](C2C=CC=CC=2)(C2C=CC=CC=2)C2C=CC=CC=2)([P](C2C=CC=CC=2)(C2C=CC=CC=2)C2C=CC=CC=2)[P](C2C=CC=CC=2)(C2C=CC=CC=2)C2C=CC=CC=2)(C2C=CC=CC=2)C2C=CC=CC=2)=CC=1. The product is [CH3:27][O:26][C:12]1[CH:11]=[C:10]([CH:15]=[CH:14][C:13]=1[O:16][CH2:17][C:18]1[CH:19]=[N:20][C:21]([O:24][CH3:25])=[CH:22][CH:23]=1)[CH2:9][N:6]1[C:5]2[CH:28]=[CH:29][C:2]([C:36]#[N:37])=[CH:3][C:4]=2[N:8]=[CH:7]1. The yield is 0.870.